Dataset: Catalyst prediction with 721,799 reactions and 888 catalyst types from USPTO. Task: Predict which catalyst facilitates the given reaction. Reactant: C(N(C(C)C)CC)(C)C.[C:10]([O:14][C:15](=[O:23])[NH:16][CH:17]1[CH2:22][CH2:21][NH:20][CH2:19][CH2:18]1)([CH3:13])([CH3:12])[CH3:11].[CH3:24][O:25][C:26](=[O:38])[C:27]1[CH:32]=[CH:31][C:30]([S:33](Cl)(=[O:35])=[O:34])=[CH:29][C:28]=1[F:37]. Product: [CH3:24][O:25][C:26](=[O:38])[C:27]1[CH:32]=[CH:31][C:30]([S:33]([N:20]2[CH2:21][CH2:22][CH:17]([NH:16][C:15]([O:14][C:10]([CH3:13])([CH3:11])[CH3:12])=[O:23])[CH2:18][CH2:19]2)(=[O:34])=[O:35])=[CH:29][C:28]=1[F:37]. The catalyst class is: 2.